Predict the reaction yield, written as a fraction of the theoretical maximum amount of product (1.0 means a 100% yield; for example, 0.34 means a 34% yield). From a dataset of Reaction yield outcomes from USPTO patents with 853,638 reactions. (1) The reactants are [CH2:1]([O:3][C:4](=[O:7])[CH2:5][NH2:6])[CH3:2].[CH2:8]([O:12][C:13]1[CH:18]=[CH:17][C:16]([S:19](Cl)(=[O:21])=[O:20])=[CH:15][CH:14]=1)[C:9]#[C:10][CH3:11]. The catalyst is C(Cl)(Cl)Cl.N1C=CC=CC=1.CCOCC. The product is [CH2:1]([O:3][C:4](=[O:7])[CH2:5][NH:6][S:19]([C:16]1[CH:15]=[CH:14][C:13]([O:12][CH2:8][C:9]#[C:10][CH3:11])=[CH:18][CH:17]=1)(=[O:21])=[O:20])[CH3:2]. The yield is 0.430. (2) The reactants are Br[C:2]1[CH:3]=[CH:4][C:5]([F:23])=[C:6]([CH:22]=1)[C:7]([NH:9][C:10]1[C:19]([CH3:20])=[CH:18][C:13]([C:14]([O:16][CH3:17])=[O:15])=[CH:12][C:11]=1[CH3:21])=[O:8].[C:24]([Si:28]([CH3:38])([CH3:37])[O:29][CH2:30][CH:31]1[CH2:36][CH2:35][CH2:34][NH:33][CH2:32]1)([CH3:27])([CH3:26])[CH3:25].C([O-])([O-])=O.[Cs+].[Cs+].COC1C=CC=C(OC)C=1C1C=CC=CC=1P(C1CCCCC1)C1CCCCC1. The catalyst is O1CCOCC1.C1C=CC(/C=C/C(/C=C/C2C=CC=CC=2)=O)=CC=1.C1C=CC(/C=C/C(/C=C/C2C=CC=CC=2)=O)=CC=1.C1C=CC(/C=C/C(/C=C/C2C=CC=CC=2)=O)=CC=1.[Pd].[Pd]. The product is [Si:28]([O:29][CH2:30][CH:31]1[CH2:36][CH2:35][CH2:34][N:33]([C:2]2[CH:3]=[CH:4][C:5]([F:23])=[C:6]([CH:22]=2)[C:7]([NH:9][C:10]2[C:19]([CH3:20])=[CH:18][C:13]([C:14]([O:16][CH3:17])=[O:15])=[CH:12][C:11]=2[CH3:21])=[O:8])[CH2:32]1)([C:24]([CH3:27])([CH3:26])[CH3:25])([CH3:38])[CH3:37]. The yield is 0.400. (3) The reactants are [CH3:1][N:2]1[CH:6]=[C:5]([CH2:7][NH2:8])[CH:4]=[N:3]1.[CH2:9]([O:16][C:17]1[CH:22]=[CH:21][N:20]([C:23]2[S:24][C:25]([C:29](O)=[O:30])=[C:26]([CH3:28])[N:27]=2)[C:19](=[O:32])[CH:18]=1)[C:10]1[CH:15]=[CH:14][CH:13]=[CH:12][CH:11]=1. No catalyst specified. The product is [CH2:9]([O:16][C:17]1[CH:22]=[CH:21][N:20]([C:23]2[S:24][C:25]([C:29]([NH:8][CH2:7][C:5]3[CH:4]=[N:3][N:2]([CH3:1])[CH:6]=3)=[O:30])=[C:26]([CH3:28])[N:27]=2)[C:19](=[O:32])[CH:18]=1)[C:10]1[CH:15]=[CH:14][CH:13]=[CH:12][CH:11]=1. The yield is 0.0800.